Dataset: Peptide-MHC class II binding affinity with 134,281 pairs from IEDB. Task: Regression. Given a peptide amino acid sequence and an MHC pseudo amino acid sequence, predict their binding affinity value. This is MHC class II binding data. The peptide sequence is AAVVRFQEAANKQKQ. The MHC is HLA-DQA10102-DQB10502 with pseudo-sequence HLA-DQA10102-DQB10502. The binding affinity (normalized) is 0.